This data is from Catalyst prediction with 721,799 reactions and 888 catalyst types from USPTO. The task is: Predict which catalyst facilitates the given reaction. (1) Reactant: CO[C:3](=[O:12])[C:4]1[CH:9]=[CH:8][CH:7]=[CH:6][C:5]=1[CH2:10]Br.[F:13][C:14]1[CH:28]=[CH:27][C:17]([O:18][C:19]2[CH:26]=[CH:25][C:22]([CH2:23][NH2:24])=[CH:21][CH:20]=2)=[CH:16][CH:15]=1.C([O-])([O-])=O.[K+].[K+].C(OCC)(=O)C. Product: [F:13][C:14]1[CH:28]=[CH:27][C:17]([O:18][C:19]2[CH:26]=[CH:25][C:22]([CH2:23][N:24]3[CH2:10][C:5]4[C:4](=[CH:9][CH:8]=[CH:7][CH:6]=4)[C:3]3=[O:12])=[CH:21][CH:20]=2)=[CH:16][CH:15]=1. The catalyst class is: 345. (2) Reactant: [NH2:1][C:2]1[NH:3][C:4](=[O:12])[C:5]2[S:10][C:9](=[O:11])[NH:8][C:6]=2[N:7]=1.[C:13]([O:21][C@H:22]([C@@H:25]1[CH2:29][C@@H:28]([CH3:30])[CH:27](OC(=O)C)[O:26]1)[CH2:23][CH3:24])(=[O:20])[C:14]1[CH:19]=[CH:18][CH:17]=[CH:16][CH:15]=1.[Si](OS(C(F)(F)F)(=O)=O)(C)(C)C. Product: [C:13]([O:21][C@H:22]([C@@H:25]1[CH2:29][C@@H:28]([CH3:30])[C@H:27]([N:8]2[C:6]3[N:7]=[C:2]([NH2:1])[NH:3][C:4](=[O:12])[C:5]=3[S:10][C:9]2=[O:11])[O:26]1)[CH2:23][CH3:24])(=[O:20])[C:14]1[CH:15]=[CH:16][CH:17]=[CH:18][CH:19]=1.[C:13]([O:21][C@@H:22]([C@@H:25]1[CH2:29][C@@H:28]([CH3:30])[C@H:27]([N:8]2[C:6]3[N:7]=[C:2]([NH2:1])[NH:3][C:4](=[O:12])[C:5]=3[S:10][C:9]2=[O:11])[O:26]1)[CH2:23][CH3:24])(=[O:20])[C:14]1[CH:15]=[CH:16][CH:17]=[CH:18][CH:19]=1. The catalyst class is: 10. (3) Reactant: [C:1]1([C:7]2[CH:8]=[C:9]3[N:15]=[C:14]([CH2:16][CH2:17][CH:18]4[N:24]=[C:23]([NH2:25])[CH2:22][CH2:21][CH2:20][CH2:19]4)[NH:13][C:10]3=[N:11][CH:12]=2)[CH:6]=[CH:5][CH:4]=[CH:3][CH:2]=1.[N:26]1([S:30](C2C=CC(C3C=C4N=C(CCC5NC(=S)CCCC5)NC4=NC=3)=CC=2)(=[O:32])=[O:31])[CH2:29][CH2:28][CH2:27]1.N. Product: [N:26]1([S:30]([C:4]2[CH:3]=[CH:2][C:1]([C:7]3[CH:8]=[C:9]4[N:15]=[C:14]([CH2:16][CH2:17][CH:18]5[N:24]=[C:23]([NH2:25])[CH2:22][CH2:21][CH2:20][CH2:19]5)[NH:13][C:10]4=[N:11][CH:12]=3)=[CH:6][CH:5]=2)(=[O:32])=[O:31])[CH2:29][CH2:28][CH2:27]1. The catalyst class is: 5. (4) Reactant: [OH:1][C@H:2]([C:4]1[N:5]=[C:6]2[C:14](=[CH:15][CH:16]=1)[CH2:13][C@H:12]1[N:7]2[C@H:8]([CH3:17])[CH2:9][NH:10][CH2:11]1)[CH3:3].[C:18]([O:22][C:23](O[C:23]([O:22][C:18]([CH3:21])([CH3:20])[CH3:19])=[O:24])=[O:24])([CH3:21])([CH3:20])[CH3:19]. Product: [C:18]([O:22][C:23]([N:10]1[CH2:9][C@@H:8]([CH3:17])[N:7]2[C@H:12]([CH2:13][C:14]3[C:6]2=[N:5][C:4]([C@@H:2]([OH:1])[CH3:3])=[CH:16][CH:15]=3)[CH2:11]1)=[O:24])([CH3:21])([CH3:20])[CH3:19]. The catalyst class is: 277.